This data is from Full USPTO retrosynthesis dataset with 1.9M reactions from patents (1976-2016). The task is: Predict the reactants needed to synthesize the given product. (1) Given the product [C:1]([O:5][C:6]([N:7]1[C:8]2[C:13](=[CH:12][C:11]([C:15]#[N:16])=[CH:10][C:9]=2[Br:17])[CH:24]=[C:23]1[CH:22]([O:25][CH2:26][CH3:27])[O:21][CH2:19][CH3:20])=[O:18])([CH3:4])([CH3:3])[CH3:2], predict the reactants needed to synthesize it. The reactants are: [C:1]([O:5][C:6](=[O:18])[NH:7][C:8]1[C:13](I)=[CH:12][C:11]([C:15]#[N:16])=[CH:10][C:9]=1[Br:17])([CH3:4])([CH3:3])[CH3:2].[CH2:19]([O:21][CH:22]([O:25][CH2:26][CH3:27])[C:23]#[CH:24])[CH3:20].C(N(CC)CC)C.N1CCCN2CCCCCC=12. (2) The reactants are: [NH:1]1[CH2:6][CH2:5][CH:4]([NH:7][C:8](=[O:14])[O:9][C:10]([CH3:13])([CH3:12])[CH3:11])[CH2:3][CH2:2]1.C(=O)([O-])[O-].[K+].[K+].Cl[CH2:22]/[CH:23]=[CH:24]/[C:25]1[CH:30]=[C:29]([F:31])[CH:28]=[CH:27][C:26]=1[F:32]. Given the product [F:32][C:26]1[CH:27]=[CH:28][C:29]([F:31])=[CH:30][C:25]=1/[CH:24]=[CH:23]/[CH2:22][N:1]1[CH2:2][CH2:3][CH:4]([NH:7][C:8](=[O:14])[O:9][C:10]([CH3:11])([CH3:13])[CH3:12])[CH2:5][CH2:6]1, predict the reactants needed to synthesize it. (3) The reactants are: [NH:1]1[CH2:6][CH2:5][O:4][CH:3]([CH2:7][OH:8])[CH2:2]1.C(N(CC)C(C)C)(C)C.Cl[C:19]1[N:24]=[C:23]([O:25][C:26]2[CH:52]=[CH:51][C:50]([F:53])=[CH:49][C:27]=2[CH2:28][NH:29][C:30]([NH:32][C:33]2[N:37]([C:38]3[CH:43]=[CH:42][C:41]([CH3:44])=[CH:40][CH:39]=3)[N:36]=[C:35]([C:45]([CH3:48])([CH3:47])[CH3:46])[CH:34]=2)=[O:31])[CH:22]=[CH:21][N:20]=1.C(=O)(O)[O-].[Na+]. Given the product [C:45]([C:35]1[CH:34]=[C:33]([NH:32][C:30]([NH:29][CH2:28][C:27]2[CH:49]=[C:50]([F:53])[CH:51]=[CH:52][C:26]=2[O:25][C:23]2[CH:22]=[CH:21][N:20]=[C:19]([N:1]3[CH2:6][CH2:5][O:4][CH:3]([CH2:7][OH:8])[CH2:2]3)[N:24]=2)=[O:31])[N:37]([C:38]2[CH:43]=[CH:42][C:41]([CH3:44])=[CH:40][CH:39]=2)[N:36]=1)([CH3:48])([CH3:46])[CH3:47], predict the reactants needed to synthesize it. (4) Given the product [Cl:31][C:8]1([C:5]2[CH:6]=[CH:7][C:2]([Cl:1])=[CH:3][CH:4]=2)[C:16]2[C:11](=[CH:12][CH:13]=[CH:14][CH:15]=2)[C:10](=[O:17])[N:9]1[CH2:18][C:19]1[CH:24]=[CH:23][C:22]([N+:25]([O-:27])=[O:26])=[CH:21][CH:20]=1, predict the reactants needed to synthesize it. The reactants are: [Cl:1][C:2]1[CH:7]=[CH:6][C:5]([C:8]2(O)[C:16]3[C:11](=[CH:12][CH:13]=[CH:14][CH:15]=3)[C:10](=[O:17])[N:9]2[CH2:18][C:19]2[CH:24]=[CH:23][C:22]([N+:25]([O-:27])=[O:26])=[CH:21][CH:20]=2)=[CH:4][CH:3]=1.S(Cl)([Cl:31])=O.